Predict the product of the given reaction. From a dataset of Forward reaction prediction with 1.9M reactions from USPTO patents (1976-2016). Given the reactants Cl[CH:2]([C:15]1[CH:20]=[CH:19][CH:18]=[CH:17][CH:16]=1)[C:3]([C:5]1[C:13]2[C:8](=[CH:9][CH:10]=[CH:11][CH:12]=2)[N:7]([CH3:14])[CH:6]=1)=[O:4].C(N(CC)CC)C.[C:28]([O:32][CH2:33][CH2:34][O:35][C:36]1[CH:37]=[C:38]([CH:40]=[C:41]([O:43][CH3:44])[CH:42]=1)[NH2:39])([CH3:31])([CH3:30])[CH3:29], predict the reaction product. The product is: [C:28]([O:32][CH2:33][CH2:34][O:35][C:36]1[CH:37]=[C:38]([NH:39][CH:2]([C:15]2[CH:20]=[CH:19][CH:18]=[CH:17][CH:16]=2)[C:3]([C:5]2[C:13]3[C:8](=[CH:9][CH:10]=[CH:11][CH:12]=3)[N:7]([CH3:14])[CH:6]=2)=[O:4])[CH:40]=[C:41]([O:43][CH3:44])[CH:42]=1)([CH3:31])([CH3:30])[CH3:29].